From a dataset of Full USPTO retrosynthesis dataset with 1.9M reactions from patents (1976-2016). Predict the reactants needed to synthesize the given product. (1) Given the product [Cl:1][C:2]1[CH:7]=[CH:6][C:5]([CH:8]([C:10]2[C:18]3[C:17]([S:19]([CH3:22])(=[O:20])=[O:21])=[CH:16][C:15]([F:23])=[CH:14][C:13]=3[N:12]3[CH2:24][CH2:25][CH:26]([CH2:27][C:28]([O:30][C:31]([CH3:32])([CH3:34])[CH3:33])=[O:29])[C:11]=23)[CH3:9])=[CH:4][CH:3]=1, predict the reactants needed to synthesize it. The reactants are: [Cl:1][C:2]1[CH:7]=[CH:6][C:5]([C:8]([C:10]2[C:18]3[C:17]([S:19]([CH3:22])(=[O:21])=[O:20])=[CH:16][C:15]([F:23])=[CH:14][C:13]=3[N:12]3[CH2:24][CH2:25][CH:26]([CH2:27][C:28]([O:30][C:31]([CH3:34])([CH3:33])[CH3:32])=[O:29])[C:11]=23)=[CH2:9])=[CH:4][CH:3]=1. (2) Given the product [F:28][C:29]([F:48])([F:47])[S:30]([O:11][C:12]1[CH2:16][N:15]([C:17]([O:19][C:20]([CH3:21])([CH3:22])[CH3:23])=[O:18])[C@@H:14]([C:24]([O:26][CH3:27])=[O:25])[CH:13]=1)(=[O:32])=[O:31], predict the reactants needed to synthesize it. The reactants are: C[Si]([N-][Si](C)(C)C)(C)C.[Na+].[O:11]=[C:12]1[CH2:16][N:15]([C:17]([O:19][C:20]([CH3:23])([CH3:22])[CH3:21])=[O:18])[C@@H:14]([C:24]([O:26][CH3:27])=[O:25])[CH2:13]1.[F:28][C:29]([F:48])([F:47])[S:30](N([S:30]([C:29]([F:48])([F:47])[F:28])(=[O:32])=[O:31])C1C=CC=CC=1)(=[O:32])=[O:31]. (3) Given the product [CH2:1]([O:8][C:9]([C@H:11]1[CH2:12][CH2:13][C@@H:14]([N:17]([C:28](=[O:54])[CH2:29][CH2:30][C@H:31]([N:38]2[CH2:39][C:40]3[CH:41]=[C:42]([O:47][C:48]4[CH:49]=[CH:50][CH:51]=[CH:52][CH:53]=4)[N:43]=[CH:44][C:45]=3[N:46]=[C:56]2[NH2:57])[CH:32]2[CH2:37][CH2:36][O:35][CH2:34][CH2:33]2)[CH2:18][CH2:19][O:20][CH2:21][C:22]2[CH:27]=[CH:26][CH:25]=[CH:24][CH:23]=2)[CH2:15][CH2:16]1)=[O:10])[C:2]1[CH:3]=[CH:4][CH:5]=[CH:6][CH:7]=1, predict the reactants needed to synthesize it. The reactants are: [CH2:1]([O:8][C:9]([C@H:11]1[CH2:16][CH2:15][C@@H:14]([N:17]([C:28](=[O:54])[CH2:29][CH2:30][C@H:31]([NH:38][CH2:39][C:40]2[C:45]([NH2:46])=[CH:44][N:43]=[C:42]([O:47][C:48]3[CH:53]=[CH:52][CH:51]=[CH:50][CH:49]=3)[CH:41]=2)[CH:32]2[CH2:37][CH2:36][O:35][CH2:34][CH2:33]2)[CH2:18][CH2:19][O:20][CH2:21][C:22]2[CH:27]=[CH:26][CH:25]=[CH:24][CH:23]=2)[CH2:13][CH2:12]1)=[O:10])[C:2]1[CH:7]=[CH:6][CH:5]=[CH:4][CH:3]=1.Br[C:56]#[N:57]. (4) The reactants are: [CH2:1]([O:3][C:4]([C:6]1[C:7](Cl)=[N:8][CH:9]=[N:10][CH:11]=1)=[O:5])[CH3:2].[Cl:13][C:14]1[CH:19]=[CH:18][C:17]([Cl:20])=[CH:16][C:15]=1[OH:21].C(=O)([O-])[O-].[Cs+].[Cs+]. Given the product [CH2:1]([O:3][C:4]([C:6]1[C:7]([O:21][C:15]2[CH:16]=[C:17]([Cl:20])[CH:18]=[CH:19][C:14]=2[Cl:13])=[N:8][CH:9]=[N:10][CH:11]=1)=[O:5])[CH3:2], predict the reactants needed to synthesize it. (5) Given the product [CH2:1]([N:8]1[C:9](=[O:25])[S:10][N:20]([C:15]2[CH:16]=[CH:17][C:18]3[O:19][CH2:11][O:12][C:13]=3[CH:14]=2)[C:21]1=[O:22])[C:2]1[CH:7]=[CH:6][CH:5]=[CH:4][CH:3]=1, predict the reactants needed to synthesize it. The reactants are: [CH2:1]([N:8]=[C:9]=[S:10])[C:2]1[CH:7]=[CH:6][CH:5]=[CH:4][CH:3]=1.[CH2:11]1[O:19][C:18]2[CH:17]=[CH:16][C:15]([N:20]=[C:21]=[O:22])=[CH:14][C:13]=2[O:12]1.C([O:25]CC)C. (6) Given the product [Cl:18][CH2:19][C:20]([O:11][CH2:10]/[CH:9]=[C:7](\[CH3:8])/[CH2:6][CH2:5][CH:4]=[C:2]([CH3:1])[CH3:3])=[O:21], predict the reactants needed to synthesize it. The reactants are: [CH3:1][C:2](=[CH:4][CH2:5][CH2:6]/[C:7](=[CH:9]/[CH2:10][OH:11])/[CH3:8])[CH3:3].N1C=CC=CC=1.[Cl:18][CH2:19][C:20](Cl)=[O:21].O. (7) The reactants are: [CH2:1]([OH:6])[CH2:2][CH2:3][CH2:4][OH:5].ClCCl.[O:10]1[CH:15]=[CH:14][CH2:13][CH2:12][CH2:11]1. Given the product [OH:5][CH2:4][CH2:3][CH2:2][CH2:1][O:6][CH:11]1[CH2:12][CH2:13][CH2:14][CH2:15][O:10]1, predict the reactants needed to synthesize it. (8) Given the product [NH2:29][C:11]1[CH:12]=[CH:13][C:14]([S:15]([NH:16][C:17]2[CH:18]=[CH:19][C:20]3[CH2:24][O:23][B:22]([OH:25])[C:21]=3[CH:26]=2)(=[O:27])=[O:28])=[C:9]([CH2:8][C:6]2[O:7][C:3]([CH2:1][CH3:2])=[N:4][N:5]=2)[CH:10]=1, predict the reactants needed to synthesize it. The reactants are: [CH2:1]([C:3]1[O:7][C:6]([CH2:8][C:9]2[CH:10]=[C:11]([NH:29]C(=O)C(F)(F)F)[CH:12]=[CH:13][C:14]=2[S:15](=[O:28])(=[O:27])[NH:16][C:17]2[CH:18]=[CH:19][C:20]3[CH2:24][O:23][B:22]([OH:25])[C:21]=3[CH:26]=2)=[N:5][N:4]=1)[CH3:2].